The task is: Predict which catalyst facilitates the given reaction.. This data is from Catalyst prediction with 721,799 reactions and 888 catalyst types from USPTO. (1) Reactant: Br[C:2]1[CH:7]=[CH:6][C:5]([Br:8])=[CH:4][N:3]=1.[OH:9][C@H:10]1[CH2:14][CH2:13][NH:12][CH2:11]1.C(=O)([O-])[O-].[Na+].[Na+]. Product: [Br:8][C:5]1[CH:6]=[CH:7][C:2]([N:12]2[CH2:13][CH2:14][C@H:10]([OH:9])[CH2:11]2)=[N:3][CH:4]=1. The catalyst class is: 371. (2) Reactant: [NH:1]1[CH2:6][CH2:5][O:4][CH2:3][CH2:2]1.[CH3:7][Si:8]([CH3:23])([CH2:17][CH2:18][Si:19]([CH3:22])([CH3:21])[CH3:20])[CH2:9][CH2:10][CH2:11][O:12][CH2:13][CH:14]1[CH2:16][O:15]1. Product: [CH3:23][Si:8]([CH3:7])([CH2:17][CH2:18][Si:19]([CH3:20])([CH3:22])[CH3:21])[CH2:9][CH2:10][CH2:11][O:12][CH2:13][CH:14]([OH:15])[CH2:16][N:1]1[CH2:6][CH2:5][O:4][CH2:3][CH2:2]1. The catalyst class is: 8.